Predict the reaction yield, written as a fraction of the theoretical maximum amount of product (1.0 means a 100% yield; for example, 0.34 means a 34% yield). From a dataset of Reaction yield outcomes from USPTO patents with 853,638 reactions. (1) The reactants are C(O[C:4]([C:6]1[C:7](=[O:23])[N:8]([CH2:18][CH2:19][CH:20]([CH3:22])[CH3:21])[N:9]=[C:10]([C:13]2[S:14][CH:15]=[CH:16][CH:17]=2)[C:11]=1[OH:12])=O)C.[NH2:24][C:25]1[CH:30]=[CH:29][C:28]([I:31])=[CH:27][C:26]=1[S:32]([NH2:35])(=[O:34])=[O:33]. The catalyst is N1C=CC=CC=1. The product is [OH:12][C:11]1[C:10]([C:13]2[S:14][CH:15]=[CH:16][CH:17]=2)=[N:9][N:8]([CH2:18][CH2:19][CH:20]([CH3:21])[CH3:22])[C:7](=[O:23])[C:6]=1[C:4]1[NH:24][C:25]2[CH:30]=[CH:29][C:28]([I:31])=[CH:27][C:26]=2[S:32](=[O:34])(=[O:33])[N:35]=1. The yield is 0.400. (2) The reactants are [NH2:1][CH2:2][CH2:3][C:4]([OH:6])=[O:5].[OH-].[Na+].Cl[C:10]([O:12][CH2:13][CH2:14][CH2:15][CH3:16])=[O:11].Cl. The catalyst is CCC(C)C. The product is [CH2:13]([O:12][C:10]([NH:1][CH2:2][CH2:3][C:4]([OH:6])=[O:5])=[O:11])[CH2:14][CH2:15][CH3:16]. The yield is 0.680. (3) The reactants are [CH2:1]([O:3][C:4]([C:6]1[C:19](=[O:20])[N:18]([CH:21]2[CH2:25][CH2:24][CH2:23][CH2:22]2)[C:9]2[N:10]=[C:11](S(C)=O)[N:12]=[C:13]([CH3:14])[C:8]=2[CH:7]=1)=[O:5])[CH3:2].CN.C[CH2:29][N:30](CC)CC.CN(C=O)C. The catalyst is C(#N)C. The product is [CH2:1]([O:3][C:4]([C:6]1[C:19](=[O:20])[N:18]([CH:21]2[CH2:25][CH2:24][CH2:23][CH2:22]2)[C:9]2[N:10]=[C:11]([NH:30][CH3:29])[N:12]=[C:13]([CH3:14])[C:8]=2[CH:7]=1)=[O:5])[CH3:2]. The yield is 0.722. (4) The yield is 0.420. The reactants are [CH:1]1[C:13]2[C:12](=[CH:14][C:15]([NH:17][CH2:18][CH2:19][CH2:20][CH2:21][CH2:22][C:23]([OH:25])=O)=[O:16])[C:11]3[C:6](=[CH:7][CH:8]=[CH:9][CH:10]=3)[C:5]=2[CH:4]=[CH:3][CH:2]=1.C(N(CC)CC)C.ClC(OCC)=O.[NH2:39][OH:40]. The catalyst is [Cl-].[Na+].O.CN(C=O)C. The product is [CH:10]1[C:11]2[C:12](=[CH:14][C:15]([NH:17][CH2:18][CH2:19][CH2:20][CH2:21][CH2:22][C:23]([NH:39][OH:40])=[O:25])=[O:16])[C:13]3[C:5](=[CH:4][CH:3]=[CH:2][CH:1]=3)[C:6]=2[CH:7]=[CH:8][CH:9]=1.